This data is from Forward reaction prediction with 1.9M reactions from USPTO patents (1976-2016). The task is: Predict the product of the given reaction. (1) Given the reactants S([O-])([O-])(=O)=O.[Mg+2].[Br:7][C:8]1[N:13]=[C:12]([CH:14]=O)[CH:11]=[CH:10][CH:9]=1.C(N(CC)CC)C.Cl.[CH3:24][O:25][C:26](=[O:32])[C@H:27]([CH:29]([CH3:31])[CH3:30])[NH2:28], predict the reaction product. The product is: [CH3:24][O:25][C:26](=[O:32])[C@@H:27](/[N:28]=[CH:14]/[C:12]1[CH:11]=[CH:10][CH:9]=[C:8]([Br:7])[N:13]=1)[CH:29]([CH3:31])[CH3:30]. (2) The product is: [Cl:13][C:14]1[CH:20]=[C:19]([CH3:21])[CH:18]=[C:17]([CH3:22])[C:15]=1[N:16]=[C:1]([C:4]1[N:5]=[C:6]([C:10](=[N:16][C:15]2[C:17]([CH3:22])=[CH:18][C:19]([CH3:21])=[CH:20][C:14]=2[Cl:13])[CH3:11])[CH:7]=[CH:8][CH:9]=1)[CH3:2]. Given the reactants [C:1]([C:4]1[CH:9]=[CH:8][CH:7]=[C:6]([C:10](=O)[CH3:11])[N:5]=1)(=O)[CH3:2].[Cl:13][C:14]1[CH:20]=[C:19]([CH3:21])[CH:18]=[C:17]([CH3:22])[C:15]=1[NH2:16], predict the reaction product. (3) Given the reactants [CH3:1][S:2]([N:5]1[CH2:10][CH2:9][CH:8]([CH2:11][N:12]([CH2:24][CH2:25][CH3:26])[CH:13]2[CH2:22][CH2:21][C:20]3[C:15](=[CH:16][C:17]([NH2:23])=[CH:18][CH:19]=3)[CH2:14]2)[CH2:7][CH2:6]1)(=[O:4])=[O:3].[C:27](Cl)(=[O:31])[CH:28]([CH3:30])[CH3:29], predict the reaction product. The product is: [CH3:1][S:2]([N:5]1[CH2:10][CH2:9][CH:8]([CH2:11][N:12]([CH2:24][CH2:25][CH3:26])[CH:13]2[CH2:14][C:15]3[CH:16]=[C:17]([NH:23][C:27](=[O:31])[CH:28]([CH3:30])[CH3:29])[CH:18]=[CH:19][C:20]=3[CH2:21][CH2:22]2)[CH2:7][CH2:6]1)(=[O:4])=[O:3]. (4) The product is: [NH2:51][C:47]1([C:44]2[CH:43]=[CH:42][C:41]([C:39]3[O:40][C:34]4[C:33](=[O:65])[N:32]([CH2:31][CH2:30][F:29])[CH:37]=[CH:36][C:35]=4[C:38]=3[C:59]3[CH:60]=[CH:61][CH:62]=[CH:63][CH:64]=3)=[CH:46][CH:45]=2)[CH2:50][CH2:49][CH2:48]1. Given the reactants NC1(C2C=CC(C3OC4C(=O)N(C)C=CC=4C=3C3C=CC=CC=3)=CC=2)CCC1.[F:29][CH2:30][CH2:31][N:32]1[CH:37]=[CH:36][C:35]2[C:38]([C:59]3[CH:64]=[CH:63][CH:62]=[CH:61][CH:60]=3)=[C:39]([C:41]3[CH:46]=[CH:45][C:44]([C:47]4([NH:51]C(=O)OC(C)(C)C)[CH2:50][CH2:49][CH2:48]4)=[CH:43][CH:42]=3)[O:40][C:34]=2[C:33]1=[O:65], predict the reaction product. (5) Given the reactants Br[C:2]1[CH:11]=[CH:10][CH:9]=[C:8]2[C:3]=1[CH:4]=[N:5][N:6]=[CH:7]2.C1(P(C2C=CC=CC=2)C2C=CC=CC=2)C=CC=CC=1.[C:31]([O-:34])(=[O:33])C.[K+].[CH3:36]O, predict the reaction product. The product is: [CH:7]1[C:8]2[CH:9]=[CH:10][CH:11]=[C:2]([C:31]([O:34][CH3:36])=[O:33])[C:3]=2[CH:4]=[N:5][N:6]=1.